Dataset: Forward reaction prediction with 1.9M reactions from USPTO patents (1976-2016). Task: Predict the product of the given reaction. (1) Given the reactants [CH2:1]([CH2:3][NH2:4])[OH:2].CN1CCOCC1.C(O[C:15](=[O:20])[C:16]([F:19])([F:18])[F:17])C.[C:21]1([C:27](Cl)([C:34]2[CH:39]=[CH:38][CH:37]=[CH:36][CH:35]=2)[C:28]2[CH:33]=[CH:32][CH:31]=[CH:30][CH:29]=2)[CH:26]=[CH:25][CH:24]=[CH:23][CH:22]=1, predict the reaction product. The product is: [F:19][C:16]([F:17])([F:18])[C:15]([NH:4][CH2:3][CH2:1][O:2][C:27]([C:21]1[CH:26]=[CH:25][CH:24]=[CH:23][CH:22]=1)([C:34]1[CH:35]=[CH:36][CH:37]=[CH:38][CH:39]=1)[C:28]1[CH:29]=[CH:30][CH:31]=[CH:32][CH:33]=1)=[O:20]. (2) Given the reactants F[C:2]1[C:11]([B:12]([OH:14])[OH:13])=[CH:10][C:9]2[C:4](=[CH:5][CH:6]=[CH:7][CH:8]=2)[N:3]=1.[CH3:15][OH:16], predict the reaction product. The product is: [CH3:15][O:16][C:2]1[C:11]([B:12]([OH:14])[OH:13])=[CH:10][C:9]2[C:4](=[CH:5][CH:6]=[CH:7][CH:8]=2)[N:3]=1. (3) The product is: [C:12]([O:11][C:9]([N:16]1[CH2:19][CH:18]([C:20]([OH:22])=[O:21])[CH2:17]1)=[O:10])([CH3:13])([CH3:14])[CH3:15]. Given the reactants [CH3:13][C:12]([O:11][C:9](O[C:9]([O:11][C:12]([CH3:15])([CH3:14])[CH3:13])=[O:10])=[O:10])([CH3:15])[CH3:14].[NH:16]1[CH2:19][CH:18]([C:20]([OH:22])=[O:21])[CH2:17]1.CCN(CC)CC, predict the reaction product. (4) Given the reactants CN(C=O)C.[OH:6][C@@H:7]([CH2:14]/[CH:15]=[C:16](/[CH3:20])\[CH2:17][CH:18]=[CH2:19])[C:8]([N:10]([O:12][CH3:13])[CH3:11])=[O:9].[Si:21](Cl)([C:24]([CH3:27])([CH3:26])[CH3:25])([CH3:23])[CH3:22].N1C=CN=C1, predict the reaction product. The product is: [C:24]([Si:21]([CH3:23])([CH3:22])[O:6][C@@H:7]([CH2:14]/[CH:15]=[C:16](/[CH3:20])\[CH2:17][CH:18]=[CH2:19])[C:8]([N:10]([O:12][CH3:13])[CH3:11])=[O:9])([CH3:27])([CH3:26])[CH3:25]. (5) The product is: [Br:31][CH2:14][C:10]1[C:11]([O:12][CH3:13])=[C:2]([Cl:1])[CH:3]=[C:4]2[C:9]=1[O:8][CH:7]([C:15]([F:18])([F:16])[F:17])[C:6]([C:19]([O:21][CH2:22][CH3:23])=[O:20])=[CH:5]2. Given the reactants [Cl:1][C:2]1[CH:3]=[C:4]2[C:9](=[C:10]([CH3:14])[C:11]=1[O:12][CH3:13])[O:8][CH:7]([C:15]([F:18])([F:17])[F:16])[C:6]([C:19]([O:21][CH2:22][CH3:23])=[O:20])=[CH:5]2.C1C(=O)N([Br:31])C(=O)C1, predict the reaction product. (6) The product is: [I:1][C:2]1[CH:7]=[C:6]([N+:8]([O-:10])=[O:9])[CH:5]=[CH:4][C:3]=1[O:11][CH2:13][C:14]([O:16][C:17]([CH3:20])([CH3:19])[CH3:18])=[O:15]. Given the reactants [I:1][C:2]1[CH:7]=[C:6]([N+:8]([O-:10])=[O:9])[CH:5]=[CH:4][C:3]=1[OH:11].Br[CH2:13][C:14]([O:16][C:17]([CH3:20])([CH3:19])[CH3:18])=[O:15].C(=O)([O-])[O-].[K+].[K+].O, predict the reaction product.